Dataset: Forward reaction prediction with 1.9M reactions from USPTO patents (1976-2016). Task: Predict the product of the given reaction. Given the reactants [Br:1][C:2]1[CH:17]=[CH:16][C:5]2[O:6][C:7]3[CH:14]=[C:13]([Br:15])[CH:12]=[CH:11][C:8]=3[CH:9]=[CH:10][C:4]=2[CH:3]=1, predict the reaction product. The product is: [Br:1][C:2]1[CH:17]=[CH:16][C:5]2[O:6][C:7]3[CH:14]=[C:13]([Br:15])[CH:12]=[CH:11][C:8]=3[CH2:9][CH2:10][C:4]=2[CH:3]=1.